This data is from Forward reaction prediction with 1.9M reactions from USPTO patents (1976-2016). The task is: Predict the product of the given reaction. (1) Given the reactants F[C:2]1[CH:3]=[C:4]2[C:9](=[CH:10][C:11]=1[N+:12]([O-:14])=[O:13])[NH:8][C:7](=[O:15])[N:6]([NH:16][S:17]([CH3:20])(=[O:19])=[O:18])[C:5]2=[O:21].[NH:22]1[CH:26]=[CH:25][N:24]=[N:23]1, predict the reaction product. The product is: [N+:12]([C:11]1[CH:10]=[C:9]2[C:4]([C:5](=[O:21])[N:6]([NH:16][S:17]([CH3:20])(=[O:19])=[O:18])[C:7](=[O:15])[NH:8]2)=[CH:3][C:2]=1[N:22]1[CH:26]=[CH:25][N:24]=[N:23]1)([O-:14])=[O:13]. (2) Given the reactants [N:1]1([C@H:7]2[CH2:16][CH2:15][C:14]3[CH:13]=[C:12]([C:17]#[N:18])[CH:11]=[CH:10][C:9]=3[CH2:8]2)[CH2:6][CH2:5][NH:4][CH2:3][CH2:2]1.Br[CH2:20][CH2:21][C:22]1[CH:27]=[CH:26][C:25]([N+:28]([O-:30])=[O:29])=[CH:24][CH:23]=1.C(N(CC)CC)C, predict the reaction product. The product is: [N+:28]([C:25]1[CH:26]=[CH:27][C:22]([CH2:21][CH2:20][N:4]2[CH2:3][CH2:2][N:1]([C@H:7]3[CH2:16][CH2:15][C:14]4[CH:13]=[C:12]([C:17]#[N:18])[CH:11]=[CH:10][C:9]=4[CH2:8]3)[CH2:6][CH2:5]2)=[CH:23][CH:24]=1)([O-:30])=[O:29]. (3) Given the reactants [S:1]1[CH:5]=[CH:4][N:3]=[C:2]1[C:6]#[C:7][CH2:8][OH:9], predict the reaction product. The product is: [S:1]1[CH:5]=[CH:4][N:3]=[C:2]1[CH2:6][CH2:7][CH2:8][OH:9]. (4) Given the reactants [CH3:1][N:2]1[C:6]([C:7]2[CH:12]=[C:11]([N+:13]([O-:15])=[O:14])[CH:10]=[CH:9][C:8]=2[OH:16])=[CH:5][CH:4]=[N:3]1.Br.Br[CH2:19][C:20]1[CH:25]=[CH:24][CH:23]=[CH:22][N:21]=1.C(=O)([O-])[O-].[K+].[K+], predict the reaction product. The product is: [CH3:1][N:2]1[C:6]([C:7]2[CH:12]=[C:11]([N+:13]([O-:15])=[O:14])[CH:10]=[CH:9][C:8]=2[O:16][CH2:19][C:20]2[CH:25]=[CH:24][CH:23]=[CH:22][N:21]=2)=[CH:5][CH:4]=[N:3]1. (5) Given the reactants Cl[C:2]1[N:3]=[C:4]([NH:17][CH2:18][C:19]2[CH:24]=[CH:23][CH:22]=[CH:21][N:20]=2)[C:5]2[C:10]([C:11]3[CH:16]=[CH:15][CH:14]=[CH:13][CH:12]=3)=[CH:9][S:8][C:6]=2[N:7]=1.[CH:25]1([CH2:28][NH2:29])[CH2:27][CH2:26]1, predict the reaction product. The product is: [CH:25]1([CH2:28][NH:29][C:2]2[N:3]=[C:4]([NH:17][CH2:18][C:19]3[CH:24]=[CH:23][CH:22]=[CH:21][N:20]=3)[C:5]3[C:10]([C:11]4[CH:16]=[CH:15][CH:14]=[CH:13][CH:12]=4)=[CH:9][S:8][C:6]=3[N:7]=2)[CH2:27][CH2:26]1. (6) Given the reactants [CH3:1][O:2][C:3]1[CH:4]=[C:5]([C:13]2([CH2:18][NH2:19])[CH2:17][CH2:16][CH2:15][CH2:14]2)[CH:6]=[C:7]([O:11][CH3:12])[C:8]=1[O:9][CH3:10].[O:20]1[C:24]2[CH:25]=[CH:26][CH:27]=[CH:28][C:23]=2[CH:22]=[C:21]1[C:29](Cl)=[O:30].C(N(CC)CC)C, predict the reaction product. The product is: [CH3:12][O:11][C:7]1[CH:6]=[C:5]([C:13]2([CH2:18][NH:19][C:29]([C:21]3[O:20][C:24]4[CH:25]=[CH:26][CH:27]=[CH:28][C:23]=4[CH:22]=3)=[O:30])[CH2:14][CH2:15][CH2:16][CH2:17]2)[CH:4]=[C:3]([O:2][CH3:1])[C:8]=1[O:9][CH3:10].